Dataset: Retrosynthesis with 50K atom-mapped reactions and 10 reaction types from USPTO. Task: Predict the reactants needed to synthesize the given product. (1) Given the product CCOC(=O)c1nn(-c2ccccc2)c2c1CSc1ccc(C(=O)O)cc1-2, predict the reactants needed to synthesize it. The reactants are: CCOC(=O)c1nn(-c2ccccc2)c2c1CSc1ccc(C(=O)OC(C)(C)C)cc1-2. (2) Given the product C[C@H]1C[C@@](C#N)(c2cccc(S(=O)c3ccc(-c4ccnn4C)cc3)c2F)CCO1, predict the reactants needed to synthesize it. The reactants are: C[C@H]1C[C@@](C#N)(c2cccc(Sc3ccc(-c4ccnn4C)cc3)c2F)CCO1.OO. (3) Given the product CCOC(=O)N(Cc1ccc(C)nc1)c1cc(OCC2CCOCC2)nc(N)c1N, predict the reactants needed to synthesize it. The reactants are: CCOC(=O)N(Cc1ccc(C)nc1)c1cc(OCC2CCOCC2)nc(N)c1[N+](=O)[O-]. (4) Given the product C=CCNc1nc(NCC(C)(C)C)nc2ccc([N+](=O)[O-])cc12, predict the reactants needed to synthesize it. The reactants are: C=CCNc1nc(Cl)nc2ccc([N+](=O)[O-])cc12.CC(C)(C)CN. (5) Given the product NC(=O)c1cc(-n2ccnn2)ccc1Cl, predict the reactants needed to synthesize it. The reactants are: NC(=O)c1cc(-n2cccn2)ccc1Cl.c1c[nH]nn1. (6) Given the product CCN(Cc1ccc(C(=O)O[C@@H](Cc2c(Cl)c[n+]([O-])cc2Cl)c2ccc(OC)c(OC)c2)s1)C(C(=O)O[C@H]1CN2CCC1CC2)c1ccccc1, predict the reactants needed to synthesize it. The reactants are: CC=O.COc1ccc([C@H](Cc2c(Cl)c[n+]([O-])cc2Cl)OC(=O)c2ccc(CNC(C(=O)O[C@H]3CN4CCC3CC4)c3ccccc3)s2)cc1OC. (7) Given the product Cc1ccc(S(C)(=O)=O)cc1NC(=O)CCl, predict the reactants needed to synthesize it. The reactants are: Cc1ccc(S(C)(=O)=O)cc1N.O=C(Cl)CCl.